This data is from NCI-60 drug combinations with 297,098 pairs across 59 cell lines. The task is: Regression. Given two drug SMILES strings and cell line genomic features, predict the synergy score measuring deviation from expected non-interaction effect. Drug 1: CCN(CC)CCNC(=O)C1=C(NC(=C1C)C=C2C3=C(C=CC(=C3)F)NC2=O)C. Drug 2: C1CN1C2=NC(=NC(=N2)N3CC3)N4CC4. Cell line: T-47D. Synergy scores: CSS=13.3, Synergy_ZIP=-2.91, Synergy_Bliss=1.69, Synergy_Loewe=-5.45, Synergy_HSA=-3.33.